Dataset: Full USPTO retrosynthesis dataset with 1.9M reactions from patents (1976-2016). Task: Predict the reactants needed to synthesize the given product. (1) The reactants are: [N+:1]([C:4]1[CH:5]=[CH:6][CH:7]=[C:8]2[C:13]=1[N:12]=[CH:11][CH:10]=[C:9]2[O:14][C:15]1[CH:20]=[CH:19][C:18]([NH2:21])=[CH:17][CH:16]=1)([O-:3])=[O:2].ON1C2C=CC=CC=2N=N1.[Cl:32][C:33]1[CH:41]=[CH:40][C:36]([C:37](O)=[O:38])=[CH:35][C:34]=1[C:42]([F:45])([F:44])[F:43].C(N(CC)CC)C. Given the product [N+:1]([C:4]1[CH:5]=[CH:6][CH:7]=[C:8]2[C:13]=1[N:12]=[CH:11][CH:10]=[C:9]2[O:14][C:15]1[CH:20]=[CH:19][C:18]([NH:21][C:37](=[O:38])[C:36]2[CH:40]=[CH:41][C:33]([Cl:32])=[C:34]([C:42]([F:45])([F:43])[F:44])[CH:35]=2)=[CH:17][CH:16]=1)([O-:3])=[O:2], predict the reactants needed to synthesize it. (2) Given the product [Cl:21][C:17]1[CH:16]=[C:15]([C:7]2[C:6]([C:4]([OH:5])=[O:3])=[C:11]([CH3:12])[N:10]=[C:9]([S:13][CH3:14])[N:8]=2)[CH:20]=[CH:19][CH:18]=1, predict the reactants needed to synthesize it. The reactants are: C([O:3][C:4]([C:6]1[C:7]([C:15]2[CH:20]=[CH:19][CH:18]=[C:17]([Cl:21])[CH:16]=2)=[N:8][C:9]([S:13][CH3:14])=[N:10][C:11]=1[CH3:12])=[O:5])C.O.[OH-].[Li+]. (3) Given the product [CH2:24]([N:26]1[C:34]2[C:29](=[CH:30][CH:31]=[CH:32][CH:33]=2)[C:28]([CH2:35][NH:36][C:2]2[CH:19]=[CH:18][C:5]([O:6][CH2:7][C:8]3[CH:17]=[CH:16][C:15]4[C:10](=[CH:11][CH:12]=[CH:13][CH:14]=4)[N:9]=3)=[CH:4][C:3]=2[N+:20]([O-:22])=[O:21])=[N:27]1)[CH3:25], predict the reactants needed to synthesize it. The reactants are: F[C:2]1[CH:19]=[CH:18][C:5]([O:6][CH2:7][C:8]2[CH:17]=[CH:16][C:15]3[C:10](=[CH:11][CH:12]=[CH:13][CH:14]=3)[N:9]=2)=[CH:4][C:3]=1[N+:20]([O-:22])=[O:21].Cl.[CH2:24]([N:26]1[C:34]2[C:29](=[CH:30][CH:31]=[CH:32][CH:33]=2)[C:28]([CH2:35][NH2:36])=[N:27]1)[CH3:25].C([O-])([O-])=O.[K+].[K+]. (4) Given the product [C:4]([O:6][CH2:21][C:20](=[O:23])[N:19]([CH2:24][CH3:25])[CH2:17][CH3:18])(=[O:5])/[CH:3]=[CH:2]/[C:1]([O:8][CH3:9])=[O:7], predict the reactants needed to synthesize it. The reactants are: [C:1]([O:8][CH3:9])(=[O:7])/[CH:2]=[CH:3]/[C:4]([O-:6])=[O:5].C1(C)C=CC=CC=1.[CH2:17]([N:19]([CH2:24][CH3:25])[C:20](=[O:23])[CH2:21]Cl)[CH3:18].C(N(CC)CC)C. (5) Given the product [C:36]([O:22][CH2:21][CH2:20][O:19][C:17]1[CH:16]=[CH:15][C:14](/[CH:23]=[CH:24]/[C:25](=[O:26])[NH:27][S:28]([CH2:31][CH2:32][CH2:33][CH2:34][CH3:35])(=[O:30])=[O:29])=[C:13]([O:12][C:3]2[C:2]([Cl:1])=[CH:7][C:6]([C:8]([F:9])([F:11])[F:10])=[CH:5][N:4]=2)[CH:18]=1)(=[O:38])[CH3:37], predict the reactants needed to synthesize it. The reactants are: [Cl:1][C:2]1[C:3]([O:12][C:13]2[CH:18]=[C:17]([O:19][CH2:20][CH2:21][OH:22])[CH:16]=[CH:15][C:14]=2/[CH:23]=[CH:24]/[C:25]([NH:27][S:28]([CH2:31][CH2:32][CH2:33][CH2:34][CH3:35])(=[O:30])=[O:29])=[O:26])=[N:4][CH:5]=[C:6]([C:8]([F:11])([F:10])[F:9])[CH:7]=1.[C:36](OC(=O)C)(=[O:38])[CH3:37].C(=O)([O-])O.[Na+]. (6) Given the product [F:25][C:24]([F:27])([F:26])[C:16]1[CH:15]=[C:14]([C@H:11]2[O:10][C:9](=[O:28])[N:8]([CH2:7][C:6]3[CH:29]=[C:2]([S:39][CH3:38])[CH:3]=[CH:4][C:5]=3[Br:30])[C@H:12]2[CH3:13])[CH:19]=[C:18]([C:20]([F:23])([F:22])[F:21])[CH:17]=1, predict the reactants needed to synthesize it. The reactants are: N[C:2]1[CH:3]=[CH:4][C:5]([Br:30])=[C:6]([CH:29]=1)[CH2:7][N:8]1[C@@H:12]([CH3:13])[C@@H:11]([C:14]2[CH:19]=[C:18]([C:20]([F:23])([F:22])[F:21])[CH:17]=[C:16]([C:24]([F:27])([F:26])[F:25])[CH:15]=2)[O:10][C:9]1=[O:28].N(OC(C)(C)C)=O.[CH3:38][S:39]SC. (7) Given the product [CH2:18]([N:2]1[CH2:3][CH2:4][C:5]2[NH:6][C:7]3[CH:8]=[CH:9][C:10]([C:14]([O:16][CH3:17])=[O:15])=[CH:11][C:12]=3[C:13]=2[CH2:1]1)[C:26]1[CH:31]=[CH:30][CH:29]=[CH:28][CH:27]=1, predict the reactants needed to synthesize it. The reactants are: [CH2:1]1[C:13]2[C:12]3[CH:11]=[C:10]([C:14]([O:16][CH3:17])=[O:15])[CH:9]=[CH:8][C:7]=3[NH:6][C:5]=2[CH2:4][CH2:3][N:2]1[C:18](OC(C)(C)C)=O.C(=O)[C:26]1[CH:31]=[CH:30][CH:29]=[CH:28][CH:27]=1.C(O[BH-](OC(=O)C)OC(=O)C)(=O)C.[Na+].C(=O)(O)[O-].[Na+]. (8) Given the product [NH2:19][C:14]([C@@H:9]1[CH2:10][C@@H:11]([OH:13])[CH2:12][N:8]1[C:6]([O:5][C:1]([CH3:4])([CH3:3])[CH3:2])=[O:7])=[O:16], predict the reactants needed to synthesize it. The reactants are: [C:1]([O:5][C:6]([N:8]1[CH2:12][C@H:11]([OH:13])[CH2:10][C@H:9]1[C:14]([OH:16])=O)=[O:7])([CH3:4])([CH3:3])[CH3:2].O.O[N:19]1C2C=CC=CC=2N=N1.Cl.CNC(NC)CCN=C=NCC.N. (9) Given the product [N:26]1([C:2]2[O:6][C:5]([CH2:7][CH:8]([C:14]3[CH:21]=[CH:20][C:17]([C:18]#[N:19])=[C:16]([C:22]([F:24])([F:25])[F:23])[CH:15]=3)[NH:9][C:10]([F:13])([F:11])[F:12])=[N:4][N:3]=2)[CH2:31][CH2:30][O:29][CH2:28][CH2:27]1, predict the reactants needed to synthesize it. The reactants are: O=[C:2]1[O:6][C:5]([CH2:7][CH:8]([C:14]2[CH:21]=[CH:20][C:17]([C:18]#[N:19])=[C:16]([C:22]([F:25])([F:24])[F:23])[CH:15]=2)[NH:9][C:10]([F:13])([F:12])[F:11])=[N:4][NH:3]1.[NH:26]1[CH2:31][CH2:30][O:29][CH2:28][CH2:27]1.